Dataset: NCI-60 drug combinations with 297,098 pairs across 59 cell lines. Task: Regression. Given two drug SMILES strings and cell line genomic features, predict the synergy score measuring deviation from expected non-interaction effect. (1) Drug 1: CCCCCOC(=O)NC1=NC(=O)N(C=C1F)C2C(C(C(O2)C)O)O. Drug 2: CC1CCC2CC(C(=CC=CC=CC(CC(C(=O)C(C(C(=CC(C(=O)CC(OC(=O)C3CCCCN3C(=O)C(=O)C1(O2)O)C(C)CC4CCC(C(C4)OC)OCCO)C)C)O)OC)C)C)C)OC. Cell line: NCI-H522. Synergy scores: CSS=0.599, Synergy_ZIP=-1.80, Synergy_Bliss=-2.84, Synergy_Loewe=-4.75, Synergy_HSA=-2.93. (2) Drug 1: C1=CC(=CC=C1CC(C(=O)O)N)N(CCCl)CCCl.Cl. Drug 2: C1=NC2=C(N=C(N=C2N1C3C(C(C(O3)CO)O)O)F)N. Cell line: SR. Synergy scores: CSS=38.5, Synergy_ZIP=-2.47, Synergy_Bliss=-4.33, Synergy_Loewe=-16.7, Synergy_HSA=-4.16. (3) Drug 1: C1=C(C(=O)NC(=O)N1)F. Drug 2: C1=CN(C=N1)CC(O)(P(=O)(O)O)P(=O)(O)O. Cell line: OVCAR-4. Synergy scores: CSS=41.3, Synergy_ZIP=-1.96, Synergy_Bliss=-3.45, Synergy_Loewe=-3.62, Synergy_HSA=-1.16.